Dataset: Reaction yield outcomes from USPTO patents with 853,638 reactions. Task: Predict the reaction yield, written as a fraction of the theoretical maximum amount of product (1.0 means a 100% yield; for example, 0.34 means a 34% yield). (1) The reactants are [CH3:1][O:2][C:3]([C:5]1[CH:6]=[CH:7][C:8]([N+:15]([O-:17])=[O:16])=[C:9]2[O:13][CH:12](O)[CH2:11][C:10]=12)=[O:4]. The catalyst is P(=O)(O)(O)O. The product is [CH3:1][O:2][C:3]([C:5]1[CH:6]=[CH:7][C:8]([N+:15]([O-:17])=[O:16])=[C:9]2[O:13][CH:12]=[CH:11][C:10]=12)=[O:4]. The yield is 0.400. (2) The catalyst is C1(C)C=CC=CC=1. The product is [CH3:2][O:3][C:4]([C@H:6]1[N:7]2[C:12](=[O:17])[C:13]3[C:14]([C:15](=[O:16])[N:8]2[CH2:9][CH2:10][CH2:11]1)=[CH:18][CH:19]=[CH:20][CH:21]=3)=[O:5]. The yield is 0.820. The reactants are Cl.[CH3:2][O:3][C:4]([C@@H:6]1[CH2:11][CH2:10][CH2:9][NH:8][NH:7]1)=[O:5].[C:12]1(=O)[O:17][C:15](=[O:16])[C:14]2=[CH:18][CH:19]=[CH:20][CH:21]=[C:13]12.C(N(C(C)C)CC)(C)C. (3) The reactants are [CH:1]1([C:4]2[CH:34]=[CH:33][C:7]([O:8][C:9]3[C:10](=[O:32])[N:11]([C:14]4[CH:19]=[CH:18][C:17]([O:20][CH2:21][CH2:22][O:23]C5CCCCO5)=[C:16]([O:30][CH3:31])[CH:15]=4)[CH2:12][CH:13]=3)=[CH:6][CH:5]=2)[CH2:3][CH2:2]1.ClCCl.CS(O)(=O)=O. The catalyst is CO. The product is [CH:1]1([C:4]2[CH:34]=[CH:33][C:7]([O:8][C:9]3[C:10](=[O:32])[N:11]([C:14]4[CH:19]=[CH:18][C:17]([O:20][CH2:21][CH2:22][OH:23])=[C:16]([O:30][CH3:31])[CH:15]=4)[CH2:12][CH:13]=3)=[CH:6][CH:5]=2)[CH2:2][CH2:3]1. The yield is 0.850. (4) The reactants are O1CCC[CH2:2]1.[OH:6][CH:7]1[CH2:12][CH2:11][N:10]([C:13]([O:15][CH2:16][C:17]2[CH:22]=[CH:21][CH:20]=[CH:19][CH:18]=2)=[O:14])[CH2:9][CH2:8]1.[H-].[Na+].CI. The catalyst is C(OCC)(=O)C. The product is [CH3:2][O:6][CH:7]1[CH2:8][CH2:9][N:10]([C:13]([O:15][CH2:16][C:17]2[CH:22]=[CH:21][CH:20]=[CH:19][CH:18]=2)=[O:14])[CH2:11][CH2:12]1. The yield is 0.940.